Predict which catalyst facilitates the given reaction. From a dataset of Catalyst prediction with 721,799 reactions and 888 catalyst types from USPTO. (1) Reactant: C(N(CC)CC)C.[NH2:8][CH2:9][CH2:10][CH2:11][N:12]1[C:20]2[C:19]([CH3:21])=[C:18]([CH3:22])[N:17]=[C:16]([NH2:23])[C:15]=2[N:14]=[C:13]1[CH3:24].[N:25]1([C:31](Cl)=[O:32])[CH2:30][CH2:29][O:28][CH2:27][CH2:26]1. Product: [NH2:23][C:16]1[C:15]2[N:14]=[C:13]([CH3:24])[N:12]([CH2:11][CH2:10][CH2:9][NH:8][C:31]([N:25]3[CH2:30][CH2:29][O:28][CH2:27][CH2:26]3)=[O:32])[C:20]=2[C:19]([CH3:21])=[C:18]([CH3:22])[N:17]=1. The catalyst class is: 22. (2) Reactant: Br[C:2]1[CH:3]=[C:4]([C:8]([NH2:10])=[O:9])[N:5]([CH3:7])[CH:6]=1.[C:11]([O:14][CH2:15][C:16]1[C:21](B2OC(C)(C)C(C)(C)O2)=[CH:20][CH:19]=[CH:18][C:17]=1[N:31]1[N:40]([CH3:41])[CH2:39][C:38]2[C:33](=[CH:34][CH:35]=[C:36]([C:42]([CH3:45])([CH3:44])[CH3:43])[CH:37]=2)[C:32]1=[O:46])(=[O:13])[CH3:12].CC(C1C=C(C(C)C)C(C2C=CC=CC=2P(C2CCCCC2)C2CCCCC2)=C(C(C)C)C=1)C.[O-]P([O-])([O-])=O.[K+].[K+].[K+]. Product: [C:11]([O:14][CH2:15][C:16]1[C:21]([C:2]2[CH:3]=[C:4]([C:8](=[O:9])[NH2:10])[N:5]([CH3:7])[CH:6]=2)=[CH:20][CH:19]=[CH:18][C:17]=1[N:31]1[N:40]([CH3:41])[CH2:39][C:38]2[C:33](=[CH:34][CH:35]=[C:36]([C:42]([CH3:45])([CH3:44])[CH3:43])[CH:37]=2)[C:32]1=[O:46])(=[O:13])[CH3:12]. The catalyst class is: 127. (3) Reactant: [CH3:1][C:2]([CH3:14])([CH3:13])[C:3]([NH:5][C:6]1[N:7]=[N:8][C:9]([CH3:12])=[CH:10][CH:11]=1)=[O:4].[CH:15]([Mg]Br)([CH3:17])[CH3:16].[NH4+].[Cl-]. Product: [CH3:16][CH:15]([C:11]1[CH:10]=[C:9]([CH3:12])[N:8]=[N:7][C:6]=1[NH:5][C:3](=[O:4])[C:2]([CH3:14])([CH3:13])[CH3:1])[CH3:17]. The catalyst class is: 76. (4) Reactant: O1[C:5]2[CH:6]=[CH:7][C:8]([C:10](OC)=O)=C[C:4]=2[CH:3]=[CH:2]1.[C:14]([O-:17])(O)=O.[Na+].[Br:19]Br.C([O-])([O-])=O.[K+].[K+]. Product: [CH3:10][C:8]1[O:17][C:14]2[CH:2]=[CH:3][CH:4]=[CH:5][C:6]=2[C:7]=1[Br:19]. The catalyst class is: 2. (5) Reactant: [Cl-].O[NH3+:3].[C:4](=[O:7])([O-])[OH:5].[Na+].CS(C)=O.[OH:13][CH:14]([CH3:51])[C:15]([CH3:50])([CH3:49])[O:16][C:17]1[CH:22]=[CH:21][C:20]([N:23]2[C:28](=[O:29])[C:27]([CH2:30][C:31]3[CH:36]=[CH:35][C:34]([C:37]4[C:38]([C:43]#[N:44])=[CH:39][CH:40]=[CH:41][CH:42]=4)=[CH:33][CH:32]=3)=[C:26]([CH2:45][CH2:46][CH3:47])[N:25]=[C:24]2[CH3:48])=[CH:19][CH:18]=1. Product: [OH:13][CH:14]([CH3:51])[C:15]([CH3:49])([CH3:50])[O:16][C:17]1[CH:22]=[CH:21][C:20]([N:23]2[C:28](=[O:29])[C:27]([CH2:30][C:31]3[CH:36]=[CH:35][C:34]([C:37]4[CH:42]=[CH:41][CH:40]=[CH:39][C:38]=4[C:43]4[NH:3][C:4](=[O:7])[O:5][N:44]=4)=[CH:33][CH:32]=3)=[C:26]([CH2:45][CH2:46][CH3:47])[N:25]=[C:24]2[CH3:48])=[CH:19][CH:18]=1. The catalyst class is: 69. (6) Reactant: [NH2:1][C:2]1[CH:7]=[CH:6][C:5]([F:8])=[CH:4][C:3]=1[C:9]1[N:10]=[C:11]([CH2:14][NH:15][C:16](=[O:22])[O:17][C:18]([CH3:21])([CH3:20])[CH3:19])[S:12][CH:13]=1.[CH3:23][Si:24]([CH3:43])([CH3:42])[CH2:25][CH2:26][O:27][CH2:28][N:29]1[CH:33]=[C:32]([C:34]2[S:35][CH:36]=[C:37]([C:39](O)=[O:40])[N:38]=2)[CH:31]=[N:30]1.CN(C(ON1N=NC2C=CC=NC1=2)=[N+](C)C)C.F[P-](F)(F)(F)(F)F.CCN(C(C)C)C(C)C. Product: [F:8][C:5]1[CH:6]=[CH:7][C:2]([NH:1][C:39]([C:37]2[N:38]=[C:34]([C:32]3[CH:31]=[N:30][N:29]([CH2:28][O:27][CH2:26][CH2:25][Si:24]([CH3:43])([CH3:42])[CH3:23])[CH:33]=3)[S:35][CH:36]=2)=[O:40])=[C:3]([C:9]2[N:10]=[C:11]([CH2:14][NH:15][C:16](=[O:22])[O:17][C:18]([CH3:19])([CH3:21])[CH3:20])[S:12][CH:13]=2)[CH:4]=1. The catalyst class is: 39.